Predict the reaction yield, written as a fraction of the theoretical maximum amount of product (1.0 means a 100% yield; for example, 0.34 means a 34% yield). From a dataset of Reaction yield outcomes from USPTO patents with 853,638 reactions. (1) The reactants are [OH:1][C:2]1[CH:9]=[CH:8][C:5]([CH:6]=O)=[CH:4][CH:3]=1.[C@H:10]12[CH2:16][C@H:13]([NH:14][CH2:15]1)[CH2:12][N:11]2[C:17]([O:19][C:20]([CH3:23])([CH3:22])[CH3:21])=[O:18].C(O)(=O)C.C(O[BH-](OC(=O)C)OC(=O)C)(=O)C.[Na+]. The catalyst is C(Cl)Cl. The product is [OH:1][C:2]1[CH:9]=[CH:8][C:5]([CH2:6][N:14]2[CH2:15][C@@H:10]3[CH2:16][C@H:13]2[CH2:12][N:11]3[C:17]([O:19][C:20]([CH3:23])([CH3:22])[CH3:21])=[O:18])=[CH:4][CH:3]=1. The yield is 0.500. (2) The reactants are [Cl:1][C:2]1[C:9]([CH3:10])=[C:8]([N:11]2[CH2:15][C@@H:14]3[C@H:16]([N:19]=[N+]=[N-])[CH2:17][CH2:18][N:13]3[C:12]2=[O:22])[CH:7]=[CH:6][C:3]=1[C:4]#[N:5]. The catalyst is CO.O=[Pt]=O. The product is [NH2:19][C@H:16]1[CH:14]2[N:13]([C:12](=[O:22])[N:11]([C:8]3[CH:7]=[CH:6][C:3]([C:4]#[N:5])=[C:2]([Cl:1])[C:9]=3[CH3:10])[CH2:15]2)[CH2:18][CH2:17]1. The yield is 0.682. (3) The reactants are [CH2:1]([O:3][C:4]([C:6]1[NH:7][C:8]2[C:13]([CH:14]=1)=[CH:12][C:11]([CH:15]1[CH2:20][CH2:19][CH2:18][NH:17][CH2:16]1)=[CH:10][CH:9]=2)=[O:5])[CH3:2].C(N(CC)CC)C.[CH3:28][S:29](Cl)(=[O:31])=[O:30]. The catalyst is ClCCl. The product is [CH2:1]([O:3][C:4]([C:6]1[NH:7][C:8]2[C:13]([CH:14]=1)=[CH:12][C:11]([CH:15]1[CH2:20][CH2:19][CH2:18][N:17]([S:29]([CH3:28])(=[O:31])=[O:30])[CH2:16]1)=[CH:10][CH:9]=2)=[O:5])[CH3:2]. The yield is 0.130.